The task is: Predict the reaction yield, written as a fraction of the theoretical maximum amount of product (1.0 means a 100% yield; for example, 0.34 means a 34% yield).. This data is from Reaction yield outcomes from USPTO patents with 853,638 reactions. The reactants are [Br:1][C:2]1[C:10]2[C:9]3[CH2:11][N:12]([CH2:21][C:22]([F:25])([F:24])[F:23])[C:13](=[O:20])[C@H:14]([CH2:16][C:17](O)=[O:18])[CH2:15][C:8]=3[CH:7]=[C:6]([Br:26])[C:5]=2[NH:4][N:3]=1.C(N(CC)C(C)C)(C)C.CN(C(ON1N=NC2C=CC=CC1=2)=[N+](C)C)C.[B-](F)(F)(F)F.Cl.[NH:59]1[CH2:64][CH2:63][CH:62]([C:65]2[C:66](=[O:75])[NH:67][C:68]3[C:73]([CH:74]=2)=[CH:72][CH:71]=[CH:70][CH:69]=3)[CH2:61][CH2:60]1. The catalyst is CN(C)C=O. The product is [Br:1][C:2]1[C:10]2[C:9]3[CH2:11][N:12]([CH2:21][C:22]([F:25])([F:23])[F:24])[C:13](=[O:20])[C@H:14]([CH2:16][C:17](=[O:18])[N:59]4[CH2:60][CH2:61][CH:62]([C:65]5[C:66](=[O:75])[NH:67][C:68]6[C:73]([CH:74]=5)=[CH:72][CH:71]=[CH:70][CH:69]=6)[CH2:63][CH2:64]4)[CH2:15][C:8]=3[CH:7]=[C:6]([Br:26])[C:5]=2[NH:4][N:3]=1. The yield is 0.510.